Dataset: Catalyst prediction with 721,799 reactions and 888 catalyst types from USPTO. Task: Predict which catalyst facilitates the given reaction. (1) Reactant: [Cl:1][C:2]1[CH:3]=[C:4](/[CH:24]=[CH:25]/[C:26]([OH:28])=O)[CH:5]=[CH:6][C:7]=1[O:8][C:9]1[CH:14]=[CH:13][C:12]([O:15][CH2:16][C:17]2[CH:22]=[CH:21][C:20]([F:23])=[CH:19][CH:18]=2)=[CH:11][N:10]=1.[CH3:29][O:30][C:31]1[CH:32]=[C:33]([CH:50]=[CH:51][CH:52]=1)[O:34][CH2:35][CH2:36][C:37]1[CH:49]=[CH:48][C:40]([CH2:41][N:42]2[CH2:47][CH2:46][NH:45][CH2:44][CH2:43]2)=[CH:39][CH:38]=1.C1C=CC2N(O)N=NC=2C=1.CCN=C=NCCCN(C)C.C([O-])(O)=O.[Na+]. Product: [Cl:1][C:2]1[CH:3]=[C:4](/[CH:24]=[CH:25]/[C:26]([N:45]2[CH2:44][CH2:43][N:42]([CH2:41][C:40]3[CH:48]=[CH:49][C:37]([CH2:36][CH2:35][O:34][C:33]4[CH:50]=[CH:51][CH:52]=[C:31]([O:30][CH3:29])[CH:32]=4)=[CH:38][CH:39]=3)[CH2:47][CH2:46]2)=[O:28])[CH:5]=[CH:6][C:7]=1[O:8][C:9]1[CH:14]=[CH:13][C:12]([O:15][CH2:16][C:17]2[CH:18]=[CH:19][C:20]([F:23])=[CH:21][CH:22]=2)=[CH:11][N:10]=1. The catalyst class is: 3. (2) Reactant: Cl[C:2]1[N:7]=[CH:6][C:5]([CH2:8][N:9]2[C:13]([CH3:14])=[CH:12][C:11](/[C:15](/[F:34])=[CH:16]/[C:17]3[CH:22]=[CH:21][C:20]([S:23][C:24]([CH3:33])([CH3:32])[C:25]([N:27]4[CH2:31][CH2:30][CH2:29][CH2:28]4)=[O:26])=[CH:19][CH:18]=3)=[N:10]2)=[CH:4][CH:3]=1.[CH3:35][NH2:36]. Product: [F:34]/[C:15](/[C:11]1[CH:12]=[C:13]([CH3:14])[N:9]([CH2:8][C:5]2[CH:6]=[N:7][C:2]([NH:36][CH3:35])=[CH:3][CH:4]=2)[N:10]=1)=[CH:16]\[C:17]1[CH:22]=[CH:21][C:20]([S:23][C:24]([CH3:33])([CH3:32])[C:25]([N:27]2[CH2:31][CH2:30][CH2:29][CH2:28]2)=[O:26])=[CH:19][CH:18]=1. The catalyst class is: 8.